Dataset: Full USPTO retrosynthesis dataset with 1.9M reactions from patents (1976-2016). Task: Predict the reactants needed to synthesize the given product. (1) The reactants are: [Cl:1][C:2]1[CH:7]=[CH:6][C:5]([C:8]2[C:12]3[CH2:13][N:14]([S:17]([CH3:20])(=[O:19])=[O:18])[CH2:15][CH2:16][C:11]=3[N:10]([CH2:21][CH2:22][CH2:23][N:24]3[CH2:28][CH2:27][CH2:26][CH2:25]3)[N:9]=2)=[CH:4][C:3]=1[CH2:29][OH:30].[H-].[Na+].[F:33][C:34]1[CH:41]=[CH:40][C:37]([CH2:38]Br)=[CH:36][CH:35]=1. Given the product [Cl:1][C:2]1[CH:7]=[CH:6][C:5]([C:8]2[C:12]3[CH2:13][N:14]([S:17]([CH3:20])(=[O:18])=[O:19])[CH2:15][CH2:16][C:11]=3[N:10]([CH2:21][CH2:22][CH2:23][N:24]3[CH2:28][CH2:27][CH2:26][CH2:25]3)[N:9]=2)=[CH:4][C:3]=1[CH2:29][O:30][CH2:38][C:37]1[CH:40]=[CH:41][C:34]([F:33])=[CH:35][CH:36]=1, predict the reactants needed to synthesize it. (2) Given the product [CH3:9][C:10]1([CH3:28])[CH2:14][C:13]2([CH2:19][CH2:18][C:17]([C:20]3[C:24]([CH:25]=[O:26])=[CH:23][N:22]([CH3:1])[N:21]=3)=[CH:16][CH2:15]2)[O:12][CH2:11]1, predict the reactants needed to synthesize it. The reactants are: [C:1](=O)([O-])[O-].[K+].[K+].CI.[CH3:9][C:10]1([CH3:28])[CH2:14][C:13]2([CH2:19][CH2:18][C:17]([C:20]3[N:21](C)[N:22]=[CH:23][C:24]=3[CH:25]=[O:26])=[CH:16][CH2:15]2)[O:12][CH2:11]1. (3) Given the product [F:18][C:19]1[CH:20]=[C:21]([CH:22]([OH:23])[C:11]2[CH:12]=[C:3]([O:2][CH3:1])[CH:4]=[CH:5][C:6]=2[C:7]([NH:9][CH3:10])=[O:8])[CH:24]=[CH:25][CH:26]=1, predict the reactants needed to synthesize it. The reactants are: [CH3:1][O:2][C:3]1[CH:12]=[CH:11][C:6]([C:7]([NH:9][CH3:10])=[O:8])=[CH:5][CH:4]=1.[Li]CCCC.[F:18][C:19]1[CH:20]=[C:21]([CH:24]=[CH:25][CH:26]=1)[CH:22]=[O:23]. (4) The reactants are: [N:1]1[C:10]2[C:5](=[CH:6][CH:7]=[CH:8][C:9]=2[NH:11][CH2:12][C:13]([C:28]([F:31])([F:30])[F:29])([OH:27])[CH2:14][C:15]([C:18]2[CH:23]=[C:22]([F:24])[CH:21]=[CH:20][C:19]=2[O:25]C)([CH3:17])[CH3:16])[CH:4]=[CH:3][CH:2]=1.B(Br)(Br)Br.C(Cl)Cl.C([O-])(O)=O.[Na+]. Given the product [N:1]1[C:10]2[C:5](=[CH:6][CH:7]=[CH:8][C:9]=2[NH:11][CH2:12][C:13]([C:28]([F:31])([F:29])[F:30])([OH:27])[CH2:14][C:15]([C:18]2[CH:23]=[C:22]([F:24])[CH:21]=[CH:20][C:19]=2[OH:25])([CH3:17])[CH3:16])[CH:4]=[CH:3][CH:2]=1, predict the reactants needed to synthesize it. (5) Given the product [C:1]([O:5][C:6](=[O:19])[NH:7][C:8]1[CH:13]=[CH:12][C:11]([C:14]([F:17])([F:16])[F:15])=[CH:10][C:9]=1[NH:18][C:25](=[O:24])[CH2:26][C:27]([C:29]1[CH:34]=[CH:33][CH:32]=[C:31]([C:35]2[CH:36]=[N:37][C:38]([O:41][CH3:42])=[CH:39][CH:40]=2)[CH:30]=1)=[O:28])([CH3:4])([CH3:2])[CH3:3], predict the reactants needed to synthesize it. The reactants are: [C:1]([O:5][C:6](=[O:19])[NH:7][C:8]1[CH:13]=[CH:12][C:11]([C:14]([F:17])([F:16])[F:15])=[CH:10][C:9]=1[NH2:18])([CH3:4])([CH3:3])[CH3:2].C([O:24][C:25](=O)[CH2:26][C:27]([C:29]1[CH:34]=[CH:33][CH:32]=[C:31]([C:35]2[CH:36]=[N:37][C:38]([O:41][CH3:42])=[CH:39][CH:40]=2)[CH:30]=1)=[O:28])(C)(C)C. (6) Given the product [CH2:2]([C:11]1[CH:12]=[C:13]([CH3:32])[C:14]([C:18]2[N:19]=[C:20]([NH:23][C:24](=[O:31])[C:25]3[CH:26]=[CH:27][N:28]=[CH:29][CH:30]=3)[S:21][CH:22]=2)=[C:15]([CH3:17])[CH:16]=1)[C:3]1[CH:8]=[CH:7][CH:6]=[CH:5][CH:4]=1, predict the reactants needed to synthesize it. The reactants are: [Br-].[CH2:2]([Zn+])[C:3]1[CH:8]=[CH:7][CH:6]=[CH:5][CH:4]=1.I[C:11]1[CH:16]=[C:15]([CH3:17])[C:14]([C:18]2[N:19]=[C:20]([NH:23][C:24](=[O:31])[C:25]3[CH:30]=[CH:29][N:28]=[CH:27][CH:26]=3)[S:21][CH:22]=2)=[C:13]([CH3:32])[CH:12]=1.C([O-])(O)=O.[Na+]. (7) Given the product [Cl:38][C:36]1[CH:35]=[C:34]([S:39]([NH:20][C@@H:15]2[CH2:16][CH2:17][CH2:18][C:19]3[C:10]([O:9][CH2:8][C:7]([OH:6])=[O:21])=[CH:11][CH:12]=[CH:13][C:14]2=3)(=[O:40])=[O:41])[CH:33]=[C:32]([Cl:31])[CH:37]=1, predict the reactants needed to synthesize it. The reactants are: Cl.C([O:6][C:7](=[O:21])[CH2:8][O:9][C:10]1[C:19]2[CH2:18][CH2:17][CH2:16][C@@H:15]([NH2:20])[C:14]=2[CH:13]=[CH:12][CH:11]=1)(C)(C)C.C(N(CC)C(C)C)(C)C.[Cl:31][C:32]1[CH:33]=[C:34]([S:39](Cl)(=[O:41])=[O:40])[CH:35]=[C:36]([Cl:38])[CH:37]=1.[OH-].[Li+]. (8) The reactants are: COC([NH:5][CH:6]1[C:15]2[C:10](=[CH:11][CH:12]=[CH:13][CH:14]=2)[CH2:9][NH:8][C:7]1=[O:16])=O.[CH3:17][Si](I)(C)C. Given the product [NH2:5][CH:6]1[C:15]2[C:10](=[CH:11][CH:12]=[CH:13][CH:14]=2)[CH2:9][N:8]([CH3:17])[C:7]1=[O:16], predict the reactants needed to synthesize it. (9) Given the product [CH2:23]([O:22][C@@H:5]([CH2:6][C:7]1[CH:8]=[CH:9][C:10]([O:13][CH2:14][C:15]2[S:16][C:17]([C:35]3[CH:34]=[CH:33][C:32]([N:29]4[CH2:28][CH2:27][O:26][CH2:31][CH2:30]4)=[CH:37][CH:36]=3)=[CH:18][C:19]=2[CH3:20])=[CH:11][CH:12]=1)[C:4]([OH:3])=[O:25])[CH3:24], predict the reactants needed to synthesize it. The reactants are: C([O:3][C:4](=[O:25])[C@@H:5]([O:22][CH2:23][CH3:24])[CH2:6][C:7]1[CH:12]=[CH:11][C:10]([O:13][CH2:14][C:15]2[S:16][C:17](Br)=[CH:18][C:19]=2[CH3:20])=[CH:9][CH:8]=1)C.[O:26]1[CH2:31][CH2:30][N:29]([C:32]2[CH:37]=[CH:36][C:35](B(O)O)=[CH:34][CH:33]=2)[CH2:28][CH2:27]1. (10) Given the product [CH3:14][C:11]1([CH3:15])[C:12](=[O:13])[N:8]([C:5]2[CH:6]=[CH:7][C:2]([NH:1][S:46]([NH:49][C:50](=[O:51])[O:56][C:53]([CH3:55])([CH3:54])[CH3:52])(=[O:48])=[O:47])=[C:3]([CH3:37])[CH:4]=2)[C:9](=[O:36])[N:10]1[CH2:16][CH2:17][CH2:18][CH2:19][CH2:20][CH2:21][CH2:22][CH2:23][CH2:24][S:25][CH2:26][CH2:27][CH2:28][C:29]([F:35])([F:34])[C:30]([F:33])([F:31])[F:32], predict the reactants needed to synthesize it. The reactants are: [NH2:1][C:2]1[CH:7]=[CH:6][C:5]([N:8]2[C:12](=[O:13])[C:11]([CH3:15])([CH3:14])[N:10]([CH2:16][CH2:17][CH2:18][CH2:19][CH2:20][CH2:21][CH2:22][CH2:23][CH2:24][S:25][CH2:26][CH2:27][CH2:28][C:29]([F:35])([F:34])[C:30]([F:33])([F:32])[F:31])[C:9]2=[O:36])=[CH:4][C:3]=1[CH3:37].CCN(CC)CC.Cl[S:46]([N:49]=[C:50]=[O:51])(=[O:48])=[O:47].[CH3:52][C:53]([OH:56])([CH3:55])[CH3:54].